This data is from Full USPTO retrosynthesis dataset with 1.9M reactions from patents (1976-2016). The task is: Predict the reactants needed to synthesize the given product. (1) Given the product [ClH:1].[CH3:29][C:28]1[CH:27]=[CH:26][N:25]=[CH:24][C:23]=1[N:20]1[CH2:21][CH2:22][N:18]([C:16]2[S:17][C:11]3[CH2:10][NH:9][CH2:14][CH2:13][C:12]=3[CH:15]=2)[C:19]1=[O:30], predict the reactants needed to synthesize it. The reactants are: [ClH:1].C(OC([N:9]1[CH2:14][CH2:13][C:12]2[CH:15]=[C:16]([N:18]3[CH2:22][CH2:21][N:20]([C:23]4[CH:24]=[N:25][CH:26]=[CH:27][C:28]=4[CH3:29])[C:19]3=[O:30])[S:17][C:11]=2[CH2:10]1)=O)(C)(C)C. (2) Given the product [CH2:1]([N:8]1[C:15](=[O:16])[CH2:14][CH:13]2[CH2:17][CH:9]1[CH2:10][C:11]1[CH:22]=[CH:21][CH:20]=[N:23][C:12]=12)[C:2]1[CH:7]=[CH:6][CH:5]=[CH:4][CH:3]=1, predict the reactants needed to synthesize it. The reactants are: [CH2:1]([N:8]1[C:15](=[O:16])[CH2:14][CH:13]2[CH2:17][CH:9]1[CH2:10][CH2:11][C:12]2=O)[C:2]1[CH:7]=[CH:6][CH:5]=[CH:4][CH:3]=1.O.[CH2:20]([NH2:23])[C:21]#[CH:22].